From a dataset of Full USPTO retrosynthesis dataset with 1.9M reactions from patents (1976-2016). Predict the reactants needed to synthesize the given product. (1) Given the product [CH3:31][O:15][C:14](=[O:16])[CH:13]([N:12]1[C:11]2[CH:23]=[C:24]([F:28])[C:25]([F:27])=[CH:26][C:10]=2[N:9]=[C:8]1[C:5]1[CH:6]=[CH:7][C:2]([Cl:1])=[CH:3][CH:4]=1)[CH:17]1[CH2:18][CH2:19][CH2:20][CH2:21][CH2:22]1, predict the reactants needed to synthesize it. The reactants are: [Cl:1][C:2]1[CH:7]=[CH:6][C:5]([C:8]2[N:12]([CH:13]([CH:17]3[CH2:22][CH2:21][CH2:20][CH2:19][CH2:18]3)[C:14]([OH:16])=[O:15])[C:11]3[CH:23]=[C:24]([F:28])[C:25]([F:27])=[CH:26][C:10]=3[N:9]=2)=[CH:4][CH:3]=1.[H-].[Na+].[CH3:31]I.Cl. (2) Given the product [Br-:22].[OH:9][C:8]([C:16]1[CH:21]=[CH:20][CH:19]=[CH:18][CH:17]=1)([C:10]1[CH:15]=[CH:14][CH:13]=[CH:12][CH:11]=1)[C:4]12[CH2:7][N+:1]([CH2:3][CH2:4][CH2:8][O:9][C:24]3[CH:25]=[CH:26][C:27]([N+:30]([O-:32])=[O:31])=[CH:28][CH:29]=3)([CH2:6][CH2:5]1)[CH2:2][CH2:3]2, predict the reactants needed to synthesize it. The reactants are: [N:1]12[CH2:7][C:4]([C:8]([C:16]3[CH:21]=[CH:20][CH:19]=[CH:18][CH:17]=3)([C:10]3[CH:15]=[CH:14][CH:13]=[CH:12][CH:11]=3)[OH:9])([CH2:5][CH2:6]1)[CH2:3][CH2:2]2.[Br:22]C[C:24]1[CH:29]=[CH:28][C:27]([N+:30]([O-:32])=[O:31])=[CH:26][CH:25]=1. (3) Given the product [CH:1]([S:4]([C:7]1[CH:8]=[C:9]2[C:13](=[C:14]([O:16][CH2:17][CH2:18][C:19]3[CH:24]=[CH:23][CH:22]=[CH:21][N:20]=3)[CH:15]=1)[N:12]([CH2:39][O:40][CH3:41])[N:11]=[C:10]2[N:25]1[C:26](=[O:35])[C:27]2[C:32](=[CH:31][CH:30]=[CH:29][CH:28]=2)[C:33]1=[O:34])(=[O:5])=[O:6])([CH3:3])[CH3:2], predict the reactants needed to synthesize it. The reactants are: [CH:1]([S:4]([C:7]1[CH:8]=[C:9]2[C:13](=[C:14]([O:16][CH2:17][CH2:18][C:19]3[CH:24]=[CH:23][CH:22]=[CH:21][N:20]=3)[CH:15]=1)[NH:12][N:11]=[C:10]2[N:25]1[C:33](=[O:34])[C:32]2[C:27](=[CH:28][CH:29]=[CH:30][CH:31]=2)[C:26]1=[O:35])(=[O:6])=[O:5])([CH3:3])[CH3:2].[H-].[Na+].Cl[CH2:39][O:40][CH3:41].O. (4) Given the product [CH2:1]([O:8][C@H:9]1[O:18][C@H:17]2[C@@H:12]([O:13][CH:14]([C:19]3[CH:24]=[CH:23][CH:22]=[CH:21][CH:20]=3)[O:15][CH2:16]2)[C@:11]([CH3:26])([OH:25])[C@@H:10]1[O:28][CH2:29][C:30]1[CH:35]=[CH:34][CH:33]=[CH:32][CH:31]=1)[C:2]1[CH:3]=[CH:4][CH:5]=[CH:6][CH:7]=1, predict the reactants needed to synthesize it. The reactants are: [CH2:1]([O:8][C@H:9]1[O:18][C@H:17]2[C@@H:12]([O:13][CH:14]([C:19]3[CH:24]=[CH:23][CH:22]=[CH:21][CH:20]=3)[O:15][CH2:16]2)[C@:11]([CH2:26]I)([OH:25])[C@@H:10]1[O:28][CH2:29][C:30]1[CH:35]=[CH:34][CH:33]=[CH:32][CH:31]=1)[C:2]1[CH:7]=[CH:6][CH:5]=[CH:4][CH:3]=1.C([SnH](CCCC)CCCC)CCC. (5) Given the product [CH3:3][C:4]1[N:5]2[C:6]([C:25](=[O:26])[NH:24][CH:23]=[N:22]2)=[C:7]([C:9]2[CH:10]=[N:11][N:12]([CH3:21])[C:13]=2[C:14]2[CH:15]=[CH:16][C:17]([CH3:20])=[CH:18][CH:19]=2)[N:8]=1, predict the reactants needed to synthesize it. The reactants are: [H-].[Na+].[CH3:3][C:4]1[N:5]([NH:22][CH:23]=[NH:24])[CH:6]=[C:7]([C:9]2[CH:10]=[N:11][N:12]([CH3:21])[C:13]=2[C:14]2[CH:19]=[CH:18][C:17]([CH3:20])=[CH:16][CH:15]=2)[N:8]=1.[C:25](N1C=CN=C1)(N1C=CN=C1)=[O:26]. (6) Given the product [CH3:36][C:7]1[CH:6]=[CH:5][C:4]([C:2](=[NH:3])[O:39][CH3:37])=[CH:9][C:8]=1[NH:10][C:11]([C:12]1[CH:17]=[CH:16][C:15]([NH:18][C:19]2[N:28]=[C:27]([C:29]3[CH:30]=[CH:31][CH:32]=[CH:33][CH:34]=3)[C:26]3[C:21](=[CH:22][CH:23]=[CH:24][CH:25]=3)[N:20]=2)=[CH:14][CH:13]=1)=[O:35], predict the reactants needed to synthesize it. The reactants are: Cl.[C:2]([C:4]1[CH:5]=[CH:6][C:7]([CH3:36])=[C:8]([NH:10][C:11](=[O:35])[C:12]2[CH:17]=[CH:16][C:15]([NH:18][C:19]3[N:28]=[C:27]([C:29]4[CH:34]=[CH:33][CH:32]=[CH:31][CH:30]=4)[C:26]4[C:21](=[CH:22][CH:23]=[CH:24][CH:25]=4)[N:20]=3)=[CH:14][CH:13]=2)[CH:9]=1)#[N:3].[CH2:37]([OH:39])C.